This data is from Full USPTO retrosynthesis dataset with 1.9M reactions from patents (1976-2016). The task is: Predict the reactants needed to synthesize the given product. Given the product [ClH:12].[Cl:12][CH2:8][C:7]1[CH:6]=[CH:5][N:4]=[CH:3][C:2]=1[F:1], predict the reactants needed to synthesize it. The reactants are: [F:1][C:2]1[CH:3]=[N:4][CH:5]=[CH:6][C:7]=1[CH2:8]O.S(Cl)([Cl:12])=O.